From a dataset of Forward reaction prediction with 1.9M reactions from USPTO patents (1976-2016). Predict the product of the given reaction. (1) Given the reactants C(O[C:9]1[N:14]=[N:13][C:12]([CH2:15][CH2:16][C:17]2[CH:26]=[C:25]3[C:20]([CH2:21][CH2:22][NH:23][CH2:24]3)=[CH:19][CH:18]=2)=[CH:11][CH:10]=1)C1C=CC=CC=1.C=O.C([O-])(=O)[CH2:30][C:31]([CH2:36][C:37]([O-])=O)([C:33]([O-:35])=O)O.[Na+].[Na+].[Na+].[C:45](O[BH-](OC(=O)C)OC(=O)C)(=O)C.[Na+].[CH2:59]1[CH2:63]OC[CH2:60]1, predict the reaction product. The product is: [CH3:45][N:23]1[CH2:22][CH2:21][C:20]2[C:25](=[CH:26][C:17]([CH2:16][CH2:15][C:12]3[N:13]=[N:14][C:9]([O:35][CH2:33][C:31](=[CH2:30])/[CH:36]=[CH:37]\[CH:60]=[CH:59]/[CH3:63])=[CH:10][CH:11]=3)=[CH:18][CH:19]=2)[CH2:24]1. (2) Given the reactants N1([CH:7]([CH3:28])[CH2:8][NH:9][C:10]2[CH:15]=[CH:14][C:13]([C:16]3[O:17][C:18]4[CH:24]=[CH:23][CH:22]=[CH:21][C:19]=4[N:20]=3)=[CH:12][C:11]=2[N+:25]([O-])=O)CCOCC1.Cl.[C:30](=[NH:34])(OC)[CH3:31].[C:35](=[O:38])([O-])O.[Na+].[CH2:40](OCC)[CH3:41].[CH3:45]O, predict the reaction product. The product is: [O:17]1[C:18]2[CH:24]=[CH:23][CH:22]=[CH:21][C:19]=2[N:20]=[C:16]1[C:13]1[CH:14]=[CH:15][C:10]2[N:9]([CH2:8][CH2:7][CH2:28][N:34]3[CH2:45][CH2:35][O:38][CH2:31][CH2:30]3)[C:40]([CH3:41])=[N:25][C:11]=2[CH:12]=1.